From a dataset of Forward reaction prediction with 1.9M reactions from USPTO patents (1976-2016). Predict the product of the given reaction. (1) Given the reactants [NH2:1][C:2]1[CH:16]=[CH:15][CH:14]=[CH:13][C:3]=1[C:4](C1C=CC(Cl)=CC=1)=O.[NH2:17][C:18](N)=O.O, predict the reaction product. The product is: [N:1]1[C:2]2[C:3](=[CH:13][CH:14]=[CH:15][CH:16]=2)[CH:4]=[N:17][CH:18]=1. (2) Given the reactants C[O:2][C:3]1[CH:12]=[C:11]([O:13][CH3:14])[CH:10]=[C:9]2[C:4]=1[C:5](=[O:15])[NH:6][CH:7]=[N:8]2.[Mg+2].[Br-].[Br-], predict the reaction product. The product is: [OH:2][C:3]1[CH:12]=[C:11]([O:13][CH3:14])[CH:10]=[C:9]2[C:4]=1[C:5](=[O:15])[NH:6][CH:7]=[N:8]2. (3) Given the reactants [NH2:1][C:2]1[N:3]=[C:4]([Cl:23])[C:5]2[CH2:10][C:9](=[O:11])[N:8]([CH2:12][C:13]3[C:18]([CH3:19])=[C:17]([O:20][CH3:21])[C:16]([CH3:22])=[CH:15][N:14]=3)[C:6]=2[N:7]=1.[CH2:24]([N:26]([CH2:37][CH3:38])[CH2:27][CH2:28][CH2:29][C:30]1[NH:34][C:33]([CH:35]=O)=[CH:32][CH:31]=1)[CH3:25].N1CCCCC1, predict the reaction product. The product is: [NH2:1][C:2]1[N:3]=[C:4]([Cl:23])[C:5]2=[C:6]([N:8]([CH2:12][C:13]3[C:18]([CH3:19])=[C:17]([O:20][CH3:21])[C:16]([CH3:22])=[CH:15][N:14]=3)[C:9](=[O:11])/[C:10]/2=[CH:35]\[C:33]2[NH:34][C:30]([CH2:29][CH2:28][CH2:27][N:26]([CH2:37][CH3:38])[CH2:24][CH3:25])=[CH:31][CH:32]=2)[N:7]=1. (4) Given the reactants [NH:1]1[CH2:6][CH2:5][C:4](=[CH:7][C:8]2[CH:9]=[C:10]([CH:23]=[CH:24][CH:25]=2)[O:11][C:12]2[CH:17]=[CH:16][C:15]([N:18]3[CH2:22][CH2:21][CH2:20][CH2:19]3)=[CH:14][N:13]=2)[CH2:3][CH2:2]1.[N:26]1[CH:31]=[CH:30][CH:29]=[C:28]([NH:32][C:33](=O)[O:34]C2C=CC=CC=2)[N:27]=1.C(N(CC)CC)C, predict the reaction product. The product is: [N:18]1([C:15]2[CH:16]=[CH:17][C:12]([O:11][C:10]3[CH:9]=[C:8]([CH:25]=[CH:24][CH:23]=3)[CH:7]=[C:4]3[CH2:5][CH2:6][N:1]([C:33]([NH:32][C:28]4[N:27]=[N:26][CH:31]=[CH:30][CH:29]=4)=[O:34])[CH2:2][CH2:3]3)=[N:13][CH:14]=2)[CH2:19][CH2:20][CH2:21][CH2:22]1.